Dataset: Full USPTO retrosynthesis dataset with 1.9M reactions from patents (1976-2016). Task: Predict the reactants needed to synthesize the given product. (1) Given the product [CH3:1][C:2]1[CH:7]=[CH:6][CH:5]=[CH:4][C:3]=1[C:8]1[CH:9]=[CH:10][CH:11]=[C:12]2[C:16]=1[NH:15][C:14]([C:17]([O:19][CH2:20][CH3:21])=[O:18])=[C:13]2[CH2:22][CH2:23][CH2:24][O:25][C:26]1[CH:35]=[CH:34][CH:33]=[C:32]2[C:27]=1[CH:28]1[CH2:44][CH:31]2[CH2:30][CH2:29]1, predict the reactants needed to synthesize it. The reactants are: [CH3:1][C:2]1[CH:7]=[CH:6][CH:5]=[CH:4][C:3]=1[C:8]1[CH:9]=[CH:10][CH:11]=[C:12]2[C:16]=1[NH:15][C:14]([C:17]([O:19][CH2:20][CH3:21])=[O:18])=[C:13]2[CH2:22][CH2:23][CH2:24][O:25][C:26]1[CH:35]=[CH:34][C:33](OS(C(F)(F)F)(=O)=O)=[C:32]2[C:27]=1[CH:28]1[CH2:44][CH:31]2[CH2:30][CH2:29]1.[H][H]. (2) Given the product [F:1][C:2]1[C:7]([F:8])=[CH:6][CH:5]=[CH:4][C:3]=1[C:9]([CH3:13])([CH3:12])[C:10]([NH2:11])=[O:14], predict the reactants needed to synthesize it. The reactants are: [F:1][C:2]1[C:7]([F:8])=[CH:6][CH:5]=[CH:4][C:3]=1[C:9]([CH3:13])([CH3:12])[C:10]#[N:11].[OH-:14].[Na+].OO. (3) Given the product [O:39]1[CH2:38][CH:37]([N:34]2[CH2:35][CH2:36][N:31]([C:28]3[CH:27]=[CH:26][C:25]([NH:24][C:22]4[N:21]=[CH:20][N:19]=[C:18]([C:15]5[CH:16]=[CH:17][C:10]([N:6]6[CH2:7][CH2:8][C:4]7([CH2:3][O:2][CH2:1]7)[CH2:5]6)=[C:11]([CH:14]=5)[C:12]#[N:13])[N:23]=4)=[CH:30][CH:29]=3)[CH2:32][CH2:33]2)[CH2:40]1, predict the reactants needed to synthesize it. The reactants are: [CH2:1]1[C:4]2([CH2:8][CH2:7][NH:6][CH2:5]2)[CH2:3][O:2]1.F[C:10]1[CH:17]=[CH:16][C:15]([C:18]2[N:23]=[C:22]([NH:24][C:25]3[CH:30]=[CH:29][C:28]([N:31]4[CH2:36][CH2:35][N:34]([CH:37]5[CH2:40][O:39][CH2:38]5)[CH2:33][CH2:32]4)=[CH:27][CH:26]=3)[N:21]=[CH:20][N:19]=2)=[CH:14][C:11]=1[C:12]#[N:13]. (4) Given the product [Br:10][C:5]1[CH:4]=[CH:3][C:2]([S:15]([Cl:20])(=[O:17])=[O:16])=[CH:9][C:6]=1[C:7]#[N:8], predict the reactants needed to synthesize it. The reactants are: N[C:2]1[CH:3]=[CH:4][C:5]([Br:10])=[C:6]([CH:9]=1)[C:7]#[N:8].N([O-])=O.[Na+].[S:15](=[O:17])=[O:16].O.O.[Cl-:20].[Ca+2].[Cl-]. (5) The reactants are: FC(F)(F)C(O)=O.[NH2:8][C@H:9]([C:19]1[C:24]([C:25]2[CH:26]=[CH:27][C:28]([F:34])=[C:29]([CH:33]=2)[C:30]([NH2:32])=[O:31])=[CH:23][CH:22]=[CH:21][N:20]=1)[CH2:10][C:11]1[CH:16]=[C:15]([F:17])[CH:14]=[C:13]([F:18])[CH:12]=1.[C:35]([O:39][C:40]([N:42]1[CH2:46][C:45](=[O:47])[CH2:44][C@H:43]1[C:48](O)=[O:49])=[O:41])([CH3:38])([CH3:37])[CH3:36]. Given the product [C:30]([C:29]1[CH:33]=[C:25]([C:24]2[C:19]([C@@H:9]([NH:8][C:48]([C@@H:43]3[CH2:44][C:45](=[O:47])[CH2:46][N:42]3[C:40]([O:39][C:35]([CH3:38])([CH3:37])[CH3:36])=[O:41])=[O:49])[CH2:10][C:11]3[CH:12]=[C:13]([F:18])[CH:14]=[C:15]([F:17])[CH:16]=3)=[N:20][CH:21]=[CH:22][CH:23]=2)[CH:26]=[CH:27][C:28]=1[F:34])(=[O:31])[NH2:32], predict the reactants needed to synthesize it. (6) Given the product [Br:1][C:2]1[CH:11]=[C:10]2[C:5]([C:6]3[N:14]4[CH2:15][CH2:16][N:17]([C:18]([O:19][C:20]([CH3:23])([CH3:22])[CH3:21])=[O:24])[CH2:25][C:13]4=[N:12][C:7]=3[CH:8]=[N:9]2)=[CH:4][CH:3]=1, predict the reactants needed to synthesize it. The reactants are: [Br:1][C:2]1[CH:3]=[CH:4][C:5]2[C:6]3[N:14]([CH2:15][CH2:16][NH:17][C:18](=[O:24])[O:19][C:20]([CH3:23])([CH3:22])[CH3:21])[C:13]([CH2:25]Cl)=[N:12][C:7]=3[CH:8]=[N:9][C:10]=2[CH:11]=1.CC(C)([O-])C.[K+]. (7) Given the product [CH2:3]([O:10][C:11]1[CH:18]=[CH:17][C:16]([Br:1])=[C:13]([CH:12]=1)[CH:14]=[O:15])[C:4]1[CH:5]=[CH:6][CH:7]=[CH:8][CH:9]=1, predict the reactants needed to synthesize it. The reactants are: [Br:1]Br.[CH2:3]([O:10][C:11]1[CH:12]=[C:13]([CH:16]=[CH:17][CH:18]=1)[CH:14]=[O:15])[C:4]1[CH:9]=[CH:8][CH:7]=[CH:6][CH:5]=1.C([O-])(=O)C.[Na+].